Dataset: Forward reaction prediction with 1.9M reactions from USPTO patents (1976-2016). Task: Predict the product of the given reaction. Given the reactants [NH2:1][C:2]1[N:11]=[CH:10][C:9]2[C:8](=[O:12])[CH2:7][CH:6]([C:13]3[CH:18]=[CH:17][CH:16]=[CH:15][C:14]=3Br)[CH2:5][C:4]=2[N:3]=1.NC1N=CC2C(=O)CC(C3C=CC(F)=CC=3[C:39]3[CH:40]=[N:41][CH:42]=[CH:43][CH:44]=3)CC=2N=1.N1C=CC(B(O)O)=CC=1, predict the reaction product. The product is: [NH2:1][C:2]1[N:11]=[CH:10][C:9]2[C:8](=[O:12])[CH2:7][CH:6]([C:13]3[CH:18]=[CH:17][CH:16]=[CH:15][C:14]=3[C:44]3[CH:43]=[CH:42][N:41]=[CH:40][CH:39]=3)[CH2:5][C:4]=2[N:3]=1.